Dataset: Forward reaction prediction with 1.9M reactions from USPTO patents (1976-2016). Task: Predict the product of the given reaction. (1) Given the reactants [CH3:1][O:2][C:3](=[O:22])[C:4]1[CH:9]=[C:8]([O:10][CH2:11][C:12]2[CH:17]=[CH:16][CH:15]=[CH:14][CH:13]=2)[CH:7]=[CH:6][C:5]=1[C:18]#[C:19][CH2:20][OH:21].N1C=CN=C1.[CH3:28][C:29]([Si:32](Cl)([CH3:34])[CH3:33])([CH3:31])[CH3:30], predict the reaction product. The product is: [CH3:1][O:2][C:3](=[O:22])[C:4]1[CH:9]=[C:8]([O:10][CH2:11][C:12]2[CH:13]=[CH:14][CH:15]=[CH:16][CH:17]=2)[CH:7]=[CH:6][C:5]=1[C:18]#[C:19][CH2:20][O:21][Si:32]([C:29]([CH3:31])([CH3:30])[CH3:28])([CH3:34])[CH3:33]. (2) Given the reactants [OH-].[Li+].[Br:3][C:4]1[CH:5]=[C:6]2[C:10](=[C:11]([C:13]([O:15]CC)=[O:14])[CH:12]=1)[NH:9][CH:8]=[C:7]2[CH2:18][CH:19]1[CH2:23][CH2:22][S:21](=[O:25])(=[O:24])[CH2:20]1, predict the reaction product. The product is: [Br:3][C:4]1[CH:5]=[C:6]2[C:10](=[C:11]([C:13]([OH:15])=[O:14])[CH:12]=1)[NH:9][CH:8]=[C:7]2[CH2:18][CH:19]1[CH2:23][CH2:22][S:21](=[O:24])(=[O:25])[CH2:20]1. (3) Given the reactants F[P-](F)(F)(F)(F)F.[N:8]1(O[P+](N(C)C)(N(C)C)N(C)C)[C:12]2[CH:13]=[CH:14][CH:15]=[CH:16][C:11]=2N=N1.[CH:28]1([CH2:34][C@H:35]([N:39]2[CH2:47][C:46]3[C:41](=[CH:42][CH:43]=[CH:44][CH:45]=3)[C:40]2=[O:48])[C:36](O)=[O:37])[CH2:33][CH2:32][CH2:31][CH2:30][CH2:29]1.NC1C=CC=CN=1.C1(C[C@@H](N2CC3C(=CC=CC=3)C2=O)[C:64]([NH:66]C2SC=CN=2)=[O:65])CCCCC1, predict the reaction product. The product is: [O:65]1[C:11]2[CH:16]=[CH:15][CH:14]=[CH:13][C:12]=2[N:8]=[C:64]1[NH:66][C:36](=[O:37])[C@@H:35]([N:39]1[CH2:47][C:46]2[C:41](=[CH:42][CH:43]=[CH:44][CH:45]=2)[C:40]1=[O:48])[CH2:34][CH:28]1[CH2:33][CH2:32][CH2:31][CH2:30][CH2:29]1. (4) Given the reactants [C:1]([C:3](=[CH:7][C:8]1[CH:13]=[CH:12][C:11]([O:14][CH2:15][CH3:16])=[CH:10][CH:9]=1)[C:4]([NH2:6])=[S:5])#[N:2].[C:17]([O:23][CH2:24][CH3:25])(=[O:22])[CH2:18][C:19]([CH3:21])=O.N1CCCCC1, predict the reaction product. The product is: [CH2:24]([O:23][C:17]([C:18]1[C:7]([C:8]2[CH:9]=[CH:10][C:11]([O:14][CH2:15][CH3:16])=[CH:12][CH:13]=2)=[C:3]([C:1]#[N:2])[C:4](=[S:5])[NH:6][C:19]=1[CH3:21])=[O:22])[CH3:25].